This data is from Full USPTO retrosynthesis dataset with 1.9M reactions from patents (1976-2016). The task is: Predict the reactants needed to synthesize the given product. (1) Given the product [Cl:31][C:32]1[C:36]([N:15]([CH2:14][CH3:13])[C:8](=[O:10])[CH2:7][CH2:6][S:5][CH2:4][CH2:3][C:2]([F:1])([F:12])[F:11])=[CH:35][N:34]([C:37]2[CH:38]=[N:39][CH:40]=[CH:41][CH:42]=2)[N:33]=1, predict the reactants needed to synthesize it. The reactants are: [F:1][C:2]([F:12])([F:11])[CH2:3][CH2:4][S:5][CH2:6][CH2:7][C:8]([OH:10])=O.[CH:13]1N=C[N:15](C(N2C=NC=C2)=O)[CH:14]=1.Cl.N1C=CN=C1.[Cl:31][C:32]1(NCC)[CH:36]=[CH:35][N:34]([C:37]2[CH:38]=[N:39][CH:40]=[CH:41][CH:42]=2)[NH:33]1. (2) Given the product [C:1]([O-:20])(=[O:19])[CH2:2][CH2:3][CH2:4][CH2:5][CH2:6][CH2:7][CH2:8][CH2:9][CH2:10][CH2:11][CH2:12][CH2:13][CH2:14][CH2:15][CH2:16][CH2:17][CH3:18].[Cu+2:26].[C:1]([O-:20])(=[O:19])[CH2:2][CH2:3][CH2:4][CH2:5][CH2:6][CH2:7][CH2:8][CH2:9][CH2:10][CH2:11][CH2:12][CH2:13][CH2:14][CH2:15][CH2:16][CH2:17][CH3:18], predict the reactants needed to synthesize it. The reactants are: [C:1]([OH:20])(=[O:19])[CH2:2][CH2:3][CH2:4][CH2:5][CH2:6][CH2:7][CH2:8][CH2:9][CH2:10][CH2:11][CH2:12][CH2:13][CH2:14][CH2:15][CH2:16][CH2:17][CH3:18].O.C([O-])(=O)C.[Cu+2:26].C([O-])(=O)C. (3) Given the product [C:1]1([C:7]2([C:14]3[S:13][CH:17]=[CH:16][CH:15]=3)[CH2:12][CH2:11][CH2:10][CH2:9][CH2:8]2)[CH:6]=[CH:5][CH:4]=[CH:3][CH:2]=1, predict the reactants needed to synthesize it. The reactants are: [C:1]1([C:7]2[CH2:12][CH2:11][CH2:10][CH2:9][CH:8]=2)[CH:6]=[CH:5][CH:4]=[CH:3][CH:2]=1.[S:13]1[CH:17]=[CH:16][CH:15]=[CH:14]1.ClCCl. (4) Given the product [CH3:19][C:20]1[CH:28]=[CH:27][C:23]([C:24]([NH:18][C:15]2[CH:16]=[CH:17][C:12]([C@H:9]3[CH2:10][CH2:11][CH:7]([N:3]4[CH2:4][CH2:5][CH2:6][C@@H:2]4[CH3:1])[CH2:8]3)=[CH:13][CH:14]=2)=[O:25])=[CH:22][CH:21]=1, predict the reactants needed to synthesize it. The reactants are: [CH3:1][C@H:2]1[CH2:6][CH2:5][CH2:4][N:3]1[CH:7]1[CH2:11][CH2:10][C@H:9]([C:12]2[CH:17]=[CH:16][C:15]([NH2:18])=[CH:14][CH:13]=2)[CH2:8]1.[CH3:19][C:20]1[CH:28]=[CH:27][C:23]([C:24](Cl)=[O:25])=[CH:22][CH:21]=1.